The task is: Predict the reactants needed to synthesize the given product.. This data is from Full USPTO retrosynthesis dataset with 1.9M reactions from patents (1976-2016). The reactants are: [CH2:1]([O:8][C:9]1[C:14]([CH2:15][N:16]2[CH2:25][CH2:24][C:23]3[C:18](=[C:19]([Cl:28])[C:20](Br)=[CH:21][C:22]=3[Cl:26])[C:17]2=[O:29])=[C:13]([CH3:30])[CH:12]=[C:11]([CH3:31])[N:10]=1)[C:2]1[CH:7]=[CH:6][CH:5]=[CH:4][CH:3]=1.[Si]([O:39][C:40]([O:42][CH3:43])=[CH2:41])(C(C)(C)C)(C)C.[F-].[Li+]. Given the product [CH2:1]([O:8][C:9]1[C:14]([CH2:15][N:16]2[CH2:25][CH2:24][C:23]3[C:18](=[C:19]([Cl:28])[C:20]([CH2:41][C:40]([O:42][CH3:43])=[O:39])=[CH:21][C:22]=3[Cl:26])[C:17]2=[O:29])=[C:13]([CH3:30])[CH:12]=[C:11]([CH3:31])[N:10]=1)[C:2]1[CH:7]=[CH:6][CH:5]=[CH:4][CH:3]=1, predict the reactants needed to synthesize it.